Dataset: Reaction yield outcomes from USPTO patents with 853,638 reactions. Task: Predict the reaction yield, written as a fraction of the theoretical maximum amount of product (1.0 means a 100% yield; for example, 0.34 means a 34% yield). (1) The reactants are Cl[C:2]1[N:10]=[C:9]([I:11])[N:8]=[C:7]2[C:3]=1[N:4]=[CH:5][N:6]2[CH2:12][O:13][CH2:14][CH2:15][Si:16]([CH3:19])([CH3:18])[CH3:17].[O:20]1[CH2:23][CH:22]([N:24]2[CH2:29][CH2:28][N:27]([C:30]3[CH:36]=[CH:35][C:33]([NH2:34])=[CH:32][CH:31]=3)[CH2:26][CH2:25]2)[CH2:21]1.C(N(CC)CC)C. The catalyst is C(O)(C)C. The product is [I:11][C:9]1[N:8]=[C:7]2[C:3]([N:4]=[CH:5][N:6]2[CH2:12][O:13][CH2:14][CH2:15][Si:16]([CH3:19])([CH3:18])[CH3:17])=[C:2]([NH:34][C:33]2[CH:32]=[CH:31][C:30]([N:27]3[CH2:28][CH2:29][N:24]([CH:22]4[CH2:23][O:20][CH2:21]4)[CH2:25][CH2:26]3)=[CH:36][CH:35]=2)[N:10]=1. The yield is 0.600. (2) The reactants are [F:1][C:2]([F:41])([F:40])[O:3][C:4]1[CH:39]=[CH:38][C:7]([CH2:8][N:9]([C:24]2[N:25]=[CH:26][C:27]3[C:32]([C:33]=2[C:34]([F:37])([F:36])[F:35])=[CH:31][CH:30]=[CH:29][CH:28]=3)[S:10]([C:13]2[CH:23]=[CH:22][C:16]([C:17]([O:19]CC)=[O:18])=[CH:15][CH:14]=2)(=[O:12])=[O:11])=[CH:6][CH:5]=1.[OH-].[Na+:43]. The catalyst is C(O)C.O1CCCC1. The product is [F:41][C:2]([F:1])([F:40])[O:3][C:4]1[CH:39]=[CH:38][C:7]([CH2:8][N:9]([C:24]2[N:25]=[CH:26][C:27]3[C:32]([C:33]=2[C:34]([F:35])([F:36])[F:37])=[CH:31][CH:30]=[CH:29][CH:28]=3)[S:10]([C:13]2[CH:23]=[CH:22][C:16]([C:17]([O-:19])=[O:18])=[CH:15][CH:14]=2)(=[O:11])=[O:12])=[CH:6][CH:5]=1.[Na+:43]. The yield is 0.930. (3) The reactants are [C:1](Cl)(Cl)=[S:2].[CH3:5][N:6]([CH3:15])[C:7]1[CH:12]=[C:11]([CH3:13])[C:10]([NH2:14])=[CH:9][N:8]=1. The catalyst is O1CCCC1.C(=O)([O-])O.[Na+]. The product is [N:14]([C:10]1[C:11]([CH3:13])=[CH:12][C:7]([N:6]([CH3:15])[CH3:5])=[N:8][CH:9]=1)=[C:1]=[S:2]. The yield is 0.700. (4) The reactants are [CH3:1][C:2]1[CH:7]=[C:6]([C:8]2[CH:9]=[N:10][N:11]([CH3:13])[CH:12]=2)[CH:5]=[CH:4][C:3]=1[NH:14][CH:15]=O.[H-].[Na+].[Cl:19][C:20]1[C:25]2[N:26]=C(S(C)(=O)=O)[N:28]=[CH:29][C:24]=2[CH:23]=[CH:22][N:21]=1. The catalyst is C1COCC1. The product is [Cl:19][C:20]1[C:25]2[N:26]=[C:15]([NH:14][C:3]3[CH:4]=[CH:5][C:6]([C:8]4[CH:9]=[N:10][N:11]([CH3:13])[CH:12]=4)=[CH:7][C:2]=3[CH3:1])[N:28]=[CH:29][C:24]=2[CH:23]=[CH:22][N:21]=1. The yield is 0.970. (5) The reactants are [Br:1][C:2]1[CH:9]=[CH:8][C:5]([C:6]#[N:7])=[C:4](F)[CH:3]=1.Cl.[NH2:12][CH2:13][C:14]([NH2:16])=[O:15].C([O-])([O-])=O.[K+].[K+]. The catalyst is CS(C)=O. The product is [Br:1][C:2]1[CH:9]=[CH:8][C:5]([C:6]#[N:7])=[C:4]([NH:12][CH2:13][C:14]([NH2:16])=[O:15])[CH:3]=1. The yield is 1.00. (6) The reactants are [S:1]1[CH:5]=[CH:4][C:3]2[CH:6]=[C:7]([CH:10]3[C:19]4[C:14](=[CH:15][CH:16]=[CH:17][CH:18]=4)[CH2:13][NH:12][CH2:11]3)[CH:8]=[CH:9][C:2]1=2.Cl.[CH3:21][N:22]([CH3:26])[CH2:23][CH2:24]Cl.[C:27](=[O:30])([O-:29])[O-].[Cs+].[Cs+].[C:33]([O:36]CC)(=[O:35])C. The catalyst is CN(C=O)C. The product is [C:33]([OH:36])(=[O:35])/[CH:23]=[CH:24]/[C:27]([OH:29])=[O:30].[S:1]1[CH:5]=[CH:4][C:3]2[CH:6]=[C:7]([CH:10]3[C:19]4[C:14](=[CH:15][CH:16]=[CH:17][CH:18]=4)[CH2:13][N:12]([CH2:24][CH2:23][N:22]([CH3:26])[CH3:21])[CH2:11]3)[CH:8]=[CH:9][C:2]1=2. The yield is 0.0200.